This data is from Full USPTO retrosynthesis dataset with 1.9M reactions from patents (1976-2016). The task is: Predict the reactants needed to synthesize the given product. (1) Given the product [CH3:4][N:7]([CH3:8])[C:1]1[C:2]2[C:3](=[CH:6][CH:1]=[CH:2][CH:3]=2)[C:4]([NH:7][C:8]([NH:14][CH2:11][C:12]#[CH:13])=[S:9])=[CH:5][CH:6]=1, predict the reactants needed to synthesize it. The reactants are: [C:1]1(C)[CH:6]=[CH:5][C:4]([N:7]=[C:8]=[S:9])=[CH:3][CH:2]=1.[CH2:11]([NH2:14])[C:12]#[CH:13]. (2) Given the product [C:50]([O:54][C:55]([NH:57][C:58](=[NH:60])[NH:59][C:38](=[O:39])[C:37]1[CH:41]=[CH:42][CH:43]=[C:35]([P:34]([C:44]2[CH:49]=[CH:48][CH:47]=[CH:46][CH:45]=2)[C:28]2[CH:33]=[CH:32][CH:31]=[CH:30][CH:29]=2)[CH:36]=1)=[O:56])([CH3:53])([CH3:51])[CH3:52], predict the reactants needed to synthesize it. The reactants are: F[P-](F)(F)(F)(F)F.N1(O[P+](N(C)C)(N(C)C)N(C)C)C2C=CC=CC=2N=N1.[C:28]1([P:34]([C:44]2[CH:49]=[CH:48][CH:47]=[CH:46][CH:45]=2)[C:35]2[CH:36]=[C:37]([CH:41]=[CH:42][CH:43]=2)[C:38](O)=[O:39])[CH:33]=[CH:32][CH:31]=[CH:30][CH:29]=1.[C:50]([O:54][C:55]([NH:57][C:58]([NH2:60])=[NH:59])=[O:56])([CH3:53])([CH3:52])[CH3:51].CN1CCOCC1. (3) The reactants are: Br[C:2]1[C:3]([CH3:28])=[C:4]([C:15]([NH:18][S:19]([C:22]2[CH:27]=[CH:26][CH:25]=[CH:24][N:23]=2)(=[O:21])=[O:20])=[CH:16][CH:17]=1)[C:5]([O:7][CH2:8][C:9]1[CH:14]=[CH:13][CH:12]=[CH:11][CH:10]=1)=[O:6].[CH:29](B(OCCCC)OCCCC)=[CH2:30].[F-].[Cs+]. Given the product [CH3:28][C:3]1[C:2]([CH:29]=[CH2:30])=[CH:17][CH:16]=[C:15]([NH:18][S:19]([C:22]2[CH:27]=[CH:26][CH:25]=[CH:24][N:23]=2)(=[O:21])=[O:20])[C:4]=1[C:5]([O:7][CH2:8][C:9]1[CH:14]=[CH:13][CH:12]=[CH:11][CH:10]=1)=[O:6], predict the reactants needed to synthesize it. (4) Given the product [NH2:15][C@H:14]([C:21]([NH:1][C@H:2]([C:10]([OH:12])=[O:11])[CH2:3][C:4]1[CH:9]=[CH:8][CH:7]=[CH:6][CH:5]=1)=[O:23])[CH2:13][C:16]1[CH:5]=[CH:4][CH:3]=[CH:2][CH:10]=1.[CH2:13]([CH2:16][S:17]([OH:20])(=[O:19])=[O:18])[CH2:14][NH2:15], predict the reactants needed to synthesize it. The reactants are: [NH2:1][C@H:2]([C:10]([OH:12])=[O:11])[CH2:3][C:4]1[CH:9]=[CH:8][CH:7]=[CH:6][CH:5]=1.[CH2:13]([CH2:16][S:17]([OH:20])(=[O:19])=[O:18])[CH2:14][NH2:15].[CH2:21]([OH:23])C. (5) Given the product [Br:1][C:2]1[CH:8]=[CH:7][C:5]([NH:6][C:12](=[O:14])[CH3:13])=[C:4]([CH3:9])[C:3]=1[CH2:10][CH3:11], predict the reactants needed to synthesize it. The reactants are: [Br:1][C:2]1[CH:8]=[CH:7][C:5]([NH2:6])=[C:4]([CH3:9])[C:3]=1[CH2:10][CH3:11].[C:12](OC(=O)C)(=[O:14])[CH3:13]. (6) Given the product [CH3:1][O:2][C:3](=[O:29])[CH2:4][CH2:5][C:6]1[CH:11]=[CH:10][C:9]([O:12][CH2:13][CH2:14][C:15]2[N:16]=[C:17]([C:21]3[CH:26]=[CH:25][C:24]([C:32]4[CH:31]=[N:30][CH:35]=[CH:34][CH:33]=4)=[CH:23][CH:22]=3)[S:18][C:19]=2[CH3:20])=[CH:8][C:7]=1[CH3:28], predict the reactants needed to synthesize it. The reactants are: [CH3:1][O:2][C:3](=[O:29])[CH2:4][CH2:5][C:6]1[CH:11]=[CH:10][C:9]([O:12][CH2:13][CH2:14][C:15]2[N:16]=[C:17]([C:21]3[CH:26]=[CH:25][C:24](Br)=[CH:23][CH:22]=3)[S:18][C:19]=2[CH3:20])=[CH:8][C:7]=1[CH3:28].[N:30]1[CH:35]=[CH:34][CH:33]=[C:32](B(O)O)[CH:31]=1.C(=O)([O-])[O-].[Na+].[Na+].B(O)O. (7) Given the product [CH:6]1([C:9]2[C:10]([C:11]#[N:12])=[C:17]([C:19]3[CH:24]=[CH:23][C:22]([F:25])=[CH:21][CH:20]=3)[C:16]3[C:15](=[CH:29][CH:28]=[CH:27][CH:26]=3)[N:14]=2)[CH2:8][CH2:7]1, predict the reactants needed to synthesize it. The reactants are: CS(O)(=O)=O.[CH:6]1([C:9](=O)[CH2:10][C:11]#[N:12])[CH2:8][CH2:7]1.[NH2:14][C:15]1[CH:29]=[CH:28][CH:27]=[CH:26][C:16]=1[C:17]([C:19]1[CH:24]=[CH:23][C:22]([F:25])=[CH:21][CH:20]=1)=O.[OH-].[Na+].